This data is from Catalyst prediction with 721,799 reactions and 888 catalyst types from USPTO. The task is: Predict which catalyst facilitates the given reaction. (1) Reactant: [Cl:1][C:2]1[CH:7]=[CH:6][CH:5]=[CH:4][C:3]=1[C:8]1[N:12]([C:13]2[C:20]3[S:19][C:18]([NH2:21])=[N:17][C:16]=3[NH:15][N:14]=2)[CH:11]=[N:10][CH:9]=1.N1C=CC=CC=1.[C:28](Cl)(=[O:30])[CH3:29].CN(C)CCN. Product: [Cl:1][C:2]1[CH:7]=[CH:6][CH:5]=[CH:4][C:3]=1[C:8]1[N:12]([C:13]2[C:20]3[S:19][C:18]([NH:21][C:28](=[O:30])[CH3:29])=[N:17][C:16]=3[NH:15][N:14]=2)[CH:11]=[N:10][CH:9]=1. The catalyst class is: 1. (2) Reactant: [CH3:1][O:2][C:3]1[CH:4]=[C:5]([S:11]([N:14]2[CH2:20][CH:19](O)[CH2:18][N:17]([S:22]([C:25]3[CH:30]=[CH:29][C:28]([O:31][CH3:32])=[C:27]([O:33][CH3:34])[CH:26]=3)(=[O:24])=[O:23])[CH2:16][CH2:15]2)(=[O:13])=[O:12])[CH:6]=[CH:7][C:8]=1[O:9][CH3:10].C(N(S(F)(F)[F:41])CC)C.C(=O)(O)[O-].[Na+].O. Product: [CH3:1][O:2][C:3]1[CH:4]=[C:5]([S:11]([N:14]2[CH2:20][CH:19]([F:41])[CH2:18][N:17]([S:22]([C:25]3[CH:30]=[CH:29][C:28]([O:31][CH3:32])=[C:27]([O:33][CH3:34])[CH:26]=3)(=[O:24])=[O:23])[CH2:16][CH2:15]2)(=[O:13])=[O:12])[CH:6]=[CH:7][C:8]=1[O:9][CH3:10]. The catalyst class is: 2. (3) Reactant: [C:1]([C:5]1[CH:40]=[CH:39][C:8]([C:9]([NH:11][C:12]2[CH:17]=[C:16]([F:18])[CH:15]=[C:14]([C:19]3[C:20]4[CH:27]=[C:26]([C:28]5[CH2:37][CH2:36][C:31]6(OCC[O:32]6)[CH2:30][CH:29]=5)[NH:25][C:21]=4[N:22]=[CH:23][N:24]=3)[C:13]=2[CH3:38])=[O:10])=[CH:7][CH:6]=1)([CH3:4])([CH3:3])[CH3:2].C(O)(C(F)(F)F)=O. Product: [C:1]([C:5]1[CH:40]=[CH:39][C:8]([C:9]([NH:11][C:12]2[CH:17]=[C:16]([F:18])[CH:15]=[C:14]([C:19]3[C:20]4[CH:27]=[C:26]([C:28]5[CH2:37][CH2:36][CH:31]([OH:32])[CH2:30][CH:29]=5)[NH:25][C:21]=4[N:22]=[CH:23][N:24]=3)[C:13]=2[CH3:38])=[O:10])=[CH:7][CH:6]=1)([CH3:4])([CH3:2])[CH3:3]. The catalyst class is: 2. (4) Reactant: C(OC([NH:8][CH2:9][C@H:10]1[CH2:15][CH2:14][C@H:13]([C:16]([NH:18][C@H:19]([C:48](=[O:61])[NH:49][C:50]2[CH:55]=[CH:54][C:53]([C:56]3[NH:60][N:59]=[N:58][N:57]=3)=[CH:52][CH:51]=2)[CH2:20][C:21]2[CH:26]=[CH:25][C:24]([C:27]3[CH:32]=[CH:31][C:30]([C:33]([NH:35][CH:36]4[C:41](=[O:42])[NH:40][CH:39]([C:43]([O:45][CH3:46])=[O:44])[CH2:38][CH2:37]4)=[O:34])=[CH:29][C:28]=3[CH3:47])=[CH:23][CH:22]=2)=[O:17])[CH2:12][CH2:11]1)=O)(C)(C)C.[ClH:62]. Product: [ClH:62].[NH2:8][CH2:9][C@H:10]1[CH2:15][CH2:14][C@H:13]([C:16]([NH:18][C@H:19]([C:48](=[O:61])[NH:49][C:50]2[CH:55]=[CH:54][C:53]([C:56]3[NH:60][N:59]=[N:58][N:57]=3)=[CH:52][CH:51]=2)[CH2:20][C:21]2[CH:26]=[CH:25][C:24]([C:27]3[CH:32]=[CH:31][C:30]([C:33]([NH:35][CH:36]4[C:41](=[O:42])[NH:40][CH:39]([C:43]([O:45][CH3:46])=[O:44])[CH2:38][CH2:37]4)=[O:34])=[CH:29][C:28]=3[CH3:47])=[CH:23][CH:22]=2)=[O:17])[CH2:12][CH2:11]1. The catalyst class is: 12. (5) Reactant: [N:1]1([C:7]([O:9][C:10]([CH3:13])([CH3:12])[CH3:11])=[O:8])[CH2:6][CH2:5][NH:4][CH2:3][CH2:2]1.Cl[CH2:15][C:16]1[CH:17]=[C:18]([CH:26]=[CH:27][CH:28]=1)[C:19]([NH:21][CH:22]1[CH2:25][CH2:24][CH2:23]1)=[O:20].C(=O)([O-])[O-].[K+].[K+].[I-].[Na+]. Product: [CH:22]1([NH:21][C:19]([C:18]2[CH:17]=[C:16]([CH:28]=[CH:27][CH:26]=2)[CH2:15][N:4]2[CH2:5][CH2:6][N:1]([C:7]([O:9][C:10]([CH3:13])([CH3:12])[CH3:11])=[O:8])[CH2:2][CH2:3]2)=[O:20])[CH2:25][CH2:24][CH2:23]1. The catalyst class is: 647. (6) Reactant: [CH2:1]([O:8][C:9]1[CH:14]=[CH:13][C:12]([C:15](=[O:18])[CH2:16][CH3:17])=[CH:11][CH:10]=1)[C:2]1[CH:7]=[CH:6][CH:5]=[CH:4][CH:3]=1.[Br:19]Br.O. Product: [CH2:1]([O:8][C:9]1[CH:10]=[CH:11][C:12]([C:15](=[O:18])[CH:16]([Br:19])[CH3:17])=[CH:13][CH:14]=1)[C:2]1[CH:3]=[CH:4][CH:5]=[CH:6][CH:7]=1. The catalyst class is: 15.